This data is from Full USPTO retrosynthesis dataset with 1.9M reactions from patents (1976-2016). The task is: Predict the reactants needed to synthesize the given product. (1) Given the product [CH:21]1[C:22]2[C:27](=[CH:26][CH:25]=[CH:24][CH:23]=2)[CH:28]=[CH:29][C:20]=1[C:18]1[NH:19][C:15]([C:13](=[O:14])[CH2:12][CH2:11][CH2:10][CH2:9][CH2:8][CH2:7][C:2](=[O:3])[CH3:1])=[N:16][CH:17]=1, predict the reactants needed to synthesize it. The reactants are: [CH3:1][C:2]1([CH2:7][CH2:8][CH2:9][CH2:10][CH2:11][CH2:12][C:13]([C:15]2[N:16](COCC[Si](C)(C)C)[CH:17]=[C:18]([C:20]3[CH:29]=[CH:28][C:27]4[C:22](=[CH:23][CH:24]=[CH:25][CH:26]=4)[CH:21]=3)[N:19]=2)=[O:14])OCC[O:3]1. (2) Given the product [C:15]([NH:23][CH2:24][C:25]1[CH:26]=[C:27]([C:2]2[CH:3]=[N:4][CH:5]=[C:6]3[C:11]=2[N:10]=[C:9]([C:12]([NH2:14])=[O:13])[CH:8]=[CH:7]3)[CH:28]=[CH:29][CH:30]=1)(=[O:22])[CH2:16][CH2:17][CH2:18][CH2:19][CH2:20][CH3:21], predict the reactants needed to synthesize it. The reactants are: Br[C:2]1[CH:3]=[N:4][CH:5]=[C:6]2[C:11]=1[N:10]=[C:9]([C:12]([NH2:14])=[O:13])[CH:8]=[CH:7]2.[C:15]([NH:23][CH2:24][C:25]1[CH:26]=[C:27](B(O)O)[CH:28]=[CH:29][CH:30]=1)(=[O:22])[CH2:16][CH2:17][CH2:18][CH2:19][CH2:20][CH3:21]. (3) The reactants are: O[CH2:2][CH2:3][N:4]1[CH2:8][CH2:7][CH2:6][C:5]1=[O:9].C1(P(C2C=CC=CC=2)C2C=CC=CC=2)C=CC=CC=1.C(Br)(Br)(Br)[Br:30]. Given the product [Br:30][CH2:2][CH2:3][N:4]1[CH2:8][CH2:7][CH2:6][C:5]1=[O:9], predict the reactants needed to synthesize it. (4) Given the product [Cl:1][C:2]1[CH:7]=[CH:6][C:5]([C:8](=[NH:9])[NH:12][OH:34])=[C:4]([F:22])[CH:3]=1, predict the reactants needed to synthesize it. The reactants are: [Cl:1][C:2]1[CH:7]=[CH:6][C:5]([C:8]2[NH:9]C=C(C3N(C(C)C)N=C(C)N=3)[N:12]=2)=[C:4]([F:22])[CH:3]=1.ClC1C=CC(C#N)=C(F)C=1.N[OH:34]. (5) Given the product [CH2:20]1[CH:19]2[CH:11]3[C:12]([CH:39]=[O:40])([O:30][CH:24]2[CH2:23][CH:22]=[CH:21]1)[CH2:17][CH:16]=[CH:15][CH2:14]3, predict the reactants needed to synthesize it. The reactants are: CN1C2C(C(OC)=O)C(O[CH:11]([C:19]3[CH:24]=[CH:23][C:22](F)=[CH:21][CH:20]=3)[C:12]3[CH:17]=[CH:16][C:15](F)=[CH:14]C=3)CC1CC2.[OH:30]OS([O-])=O.[K+].CN([CH:39]=[O:40])C. (6) Given the product [Cl:28][C:29]1[C:30]([F:37])=[C:31]([N:35]2[C:5]([C:7]3[C:12](=[O:13])[CH:11]=[CH:10][N:9]([C:14]4[CH:15]=[CH:16][C:17]([S:20]([C:23]([F:26])([F:24])[F:25])(=[O:22])=[O:21])=[CH:18][CH:19]=4)[N:8]=3)=[CH:4][CH:3]=[N:36]2)[CH:32]=[CH:33][CH:34]=1, predict the reactants needed to synthesize it. The reactants are: CN(C)/[CH:3]=[CH:4]/[C:5]([C:7]1[C:12](=[O:13])[CH:11]=[CH:10][N:9]([C:14]2[CH:19]=[CH:18][C:17]([S:20]([C:23]([F:26])([F:25])[F:24])(=[O:22])=[O:21])=[CH:16][CH:15]=2)[N:8]=1)=O.[Cl:28][C:29]1[C:30]([F:37])=[C:31]([NH:35][NH2:36])[CH:32]=[CH:33][CH:34]=1. (7) Given the product [CH2:9]([O:8][C:6]([C:5]1[C:4](=[O:21])[C:14]2[C:13](=[CH:18][CH:17]=[C:16]([O:19][CH3:20])[N:15]=2)[NH:12][CH:11]=1)=[O:7])[CH3:10], predict the reactants needed to synthesize it. The reactants are: C(O[C:4](=[O:21])[C:5](=[CH:11][NH:12][C:13]1[CH:14]=[N:15][C:16]([O:19][CH3:20])=[CH:17][CH:18]=1)[C:6]([O:8][CH2:9][CH3:10])=[O:7])C. (8) Given the product [CH3:23][C:24]1=[N:25][NH:26][C:27](=[O:29])/[C:28]/1=[CH:19]/[C:17]1[O:18][C:11]2[C:10]([C:6]3[CH:7]=[CH:8][CH:9]=[C:4]([O:3][C:2]([F:1])([F:21])[F:22])[CH:5]=3)=[CH:15][N:14]=[CH:13][C:12]=2[CH:16]=1, predict the reactants needed to synthesize it. The reactants are: [F:1][C:2]([F:22])([F:21])[O:3][C:4]1[CH:5]=[C:6]([C:10]2[C:11]3[O:18][C:17]([CH:19]=O)=[CH:16][C:12]=3[CH:13]=[N:14][CH:15]=2)[CH:7]=[CH:8][CH:9]=1.[CH3:23][C:24]1[CH2:28][C:27](=[O:29])[NH:26][N:25]=1.NCCC(O)=O. (9) Given the product [CH:23]([C:24]1[O:19][C:9]2[C:8]([C:6](=[O:7])[C:5]=1[OH:4])=[CH:13][C:12]([C:14](=[O:17])[CH:15]=[CH2:16])=[C:11]([OH:18])[CH:10]=2)=[CH2:22], predict the reactants needed to synthesize it. The reactants are: C([O:4][CH2:5][C:6]([C:8]1[CH:13]=[C:12]([C:14](=[O:17])[CH:15]=[CH2:16])[C:11]([OH:18])=[CH:10][C:9]=1[OH:19])=[O:7])(=O)C.[H-].[Na+].[C:22](Cl)(=O)[CH:23]=[CH2:24].O. (10) Given the product [NH2:1][C:2]1[CH:10]=[CH:9][C:5]([C:6]([OH:8])=[O:7])=[CH:4][C:3]=1[Br:11], predict the reactants needed to synthesize it. The reactants are: [NH2:1][C:2]1[CH:10]=[CH:9][C:5]([C:6]([OH:8])=[O:7])=[CH:4][CH:3]=1.[Br:11]N1C(=O)CCC1=O.O.